This data is from Retrosynthesis with 50K atom-mapped reactions and 10 reaction types from USPTO. The task is: Predict the reactants needed to synthesize the given product. (1) Given the product Cc1c(-c2cnc3ccccn23)sc(C(=O)O)c1O[C@H](C)c1ccc(C=O)cc1Cl, predict the reactants needed to synthesize it. The reactants are: Cc1c(-c2cnc3ccccn23)sc(C(=O)O)c1O[C@H](C)c1ccc(CO)cc1Cl. (2) Given the product C[C@@H](Nc1nc(Cl)cc2ncn(Cc3ccc(C(F)(F)F)cc3)c12)C1CCC1, predict the reactants needed to synthesize it. The reactants are: C[C@@H](N)C1CCC1.FC(F)(F)c1ccc(Cn2cnc3cc(Cl)nc(Cl)c32)cc1. (3) Given the product Cc1cnc(N2CCN(C(=O)c3ccc([C@H](C)NS(C)(=O)=O)cc3)CC2)c(C)c1, predict the reactants needed to synthesize it. The reactants are: C[C@H](NS(C)(=O)=O)c1ccc(C(=O)O)cc1.Cc1cnc(N2CCNCC2)c(C)c1.